Dataset: Forward reaction prediction with 1.9M reactions from USPTO patents (1976-2016). Task: Predict the product of the given reaction. (1) Given the reactants [N:1]1[CH:6]=[CH:5][CH:4]=[CH:3][C:2]=1[CH:7]([O:9][C:10]1[CH:18]=[CH:17][C:13]([C:14](O)=[O:15])=[CH:12][CH:11]=1)[CH3:8].O=S(Cl)[Cl:21], predict the reaction product. The product is: [N:1]1[CH:6]=[CH:5][CH:4]=[CH:3][C:2]=1[CH:7]([O:9][C:10]1[CH:18]=[CH:17][C:13]([C:14]([Cl:21])=[O:15])=[CH:12][CH:11]=1)[CH3:8]. (2) The product is: [Br:1][C:2]1[C:3]([CH3:11])=[C:4]([CH:8]=[CH:9][CH:10]=1)[C:5]([NH2:14])=[O:6]. Given the reactants [Br:1][C:2]1[C:3]([CH3:11])=[C:4]([CH:8]=[CH:9][CH:10]=1)[C:5](O)=[O:6].O.O[N:14]1C2C=CC=CC=2N=N1.ClCCl.CN(C=O)C.Cl.CN(C)CCCN=C=NCC, predict the reaction product. (3) Given the reactants C([Si]1(C(C)C)[O:11][C@H:10]2[CH2:12][C@H:13]([C:15]3[N:23]4[C:18]([C:19]([NH2:24])=[N:20][CH:21]=[N:22]4)=[CH:17][CH:16]=3)[O:14][C@@H:9]2[CH2:8][O:7][Si](C(C)C)(C(C)C)O1)(C)C.CCCC[N+](CCCC)(CCCC)CCCC.[F-], predict the reaction product. The product is: [NH2:24][C:19]1[C:18]2=[CH:17][CH:16]=[C:15]([C@@H:13]3[O:14][C@H:9]([CH2:8][OH:7])[C@@H:10]([OH:11])[CH2:12]3)[N:23]2[N:22]=[CH:21][N:20]=1. (4) Given the reactants [C:1]1([CH2:7][CH2:8][CH2:9][CH2:10][CH2:11][CH2:12][CH:13]([C:15]2[O:19][C:18]([C:20]3[CH:25]=[CH:24][CH:23]=[CH:22][N:21]=3)=[N:17][CH:16]=2)[OH:14])[CH:6]=[CH:5][CH:4]=[CH:3][CH:2]=1.CC(OI1(OC(C)=O)(OC(C)=O)OC(=O)C2C=CC=CC1=2)=O, predict the reaction product. The product is: [C:1]1([CH2:7][CH2:8][CH2:9][CH2:10][CH2:11][CH2:12][C:13]([C:15]2[O:19][C:18]([C:20]3[CH:25]=[CH:24][CH:23]=[CH:22][N:21]=3)=[N:17][CH:16]=2)=[O:14])[CH:6]=[CH:5][CH:4]=[CH:3][CH:2]=1. (5) Given the reactants [Br:1][C:2]1[C:24]([CH3:25])=[CH:23][C:5]([O:6][CH:7]([C:14]2[CH:22]=[CH:21][C:17]([C:18](O)=[O:19])=[CH:16][CH:15]=2)[CH2:8][CH2:9][CH2:10][CH2:11][CH2:12][CH3:13])=[CH:4][C:3]=1[CH3:26].C(N(CC)CC)C.[CH3:34][O:35][C:36](=[O:40])[CH2:37][CH2:38][NH2:39].CCN=C=NCCCN(C)C, predict the reaction product. The product is: [CH3:34][O:35][C:36](=[O:40])[CH2:37][CH2:38][NH:39][C:18](=[O:19])[C:17]1[CH:16]=[CH:15][C:14]([CH:7]([O:6][C:5]2[CH:23]=[C:24]([CH3:25])[C:2]([Br:1])=[C:3]([CH3:26])[CH:4]=2)[CH2:8][CH2:9][CH2:10][CH2:11][CH2:12][CH3:13])=[CH:22][CH:21]=1. (6) Given the reactants [N:1]1([CH2:6][CH2:7][NH2:8])[CH2:5][CH2:4][CH2:3][CH2:2]1.[N:9]1[CH:10]=[C:11]([S:18][C:19]2[CH:37]=[CH:36][C:22]3[N:23]=[C:24]([NH:26][C:27](=O)[O:28]C4C=CC=CC=4)[S:25][C:21]=3[CH:20]=2)[N:12]2[CH:17]=[CH:16][CH:15]=[N:14][C:13]=12, predict the reaction product. The product is: [N:9]1[CH:10]=[C:11]([S:18][C:19]2[CH:37]=[CH:36][C:22]3[N:23]=[C:24]([NH:26][C:27]([NH:8][CH2:7][CH2:6][N:1]4[CH2:5][CH2:4][CH2:3][CH2:2]4)=[O:28])[S:25][C:21]=3[CH:20]=2)[N:12]2[CH:17]=[CH:16][CH:15]=[N:14][C:13]=12. (7) Given the reactants [NH2:1][C:2]1[CH:3]=[CH:4][C:5]([O:8][CH3:9])=[N:6][CH:7]=1.C([O-])([O-])=O.[K+].[K+].[I-].C([N+]1(C)[CH2:29][CH2:28][C:27](=[O:30])[CH2:26][CH2:25]1)C1C=CC=CC=1, predict the reaction product. The product is: [CH3:9][O:8][C:5]1[N:6]=[CH:7][C:2]([N:1]2[CH2:29][CH2:28][C:27](=[O:30])[CH2:26][CH2:25]2)=[CH:3][CH:4]=1.